From a dataset of Full USPTO retrosynthesis dataset with 1.9M reactions from patents (1976-2016). Predict the reactants needed to synthesize the given product. (1) Given the product [CH2:33]([N:21]1[CH:22]=[C:23]([C:25]2[CH:30]=[CH:29][C:28]([Cl:31])=[CH:27][C:26]=2[Cl:32])[N:24]=[C:20]1[C@@H:19]([NH:37][C:48](=[O:50])[CH2:47][C:41]1[CH:42]=[CH:43][C:44]([F:46])=[CH:45][C:40]=1[F:39])[CH2:18][C:15]1[CH:16]=[CH:17][C:12]([O:11][C:8]2[CH:9]=[CH:10][C:5]([C:4]([OH:38])=[O:3])=[CH:6][CH:7]=2)=[CH:13][CH:14]=1)[CH2:34][CH2:35][CH3:36], predict the reactants needed to synthesize it. The reactants are: Cl.C[O:3][C:4](=[O:38])[C:5]1[CH:10]=[CH:9][C:8]([O:11][C:12]2[CH:17]=[CH:16][C:15]([CH2:18][C@H:19]([NH2:37])[C:20]3[N:21]([CH2:33][CH2:34][CH2:35][CH3:36])[CH:22]=[C:23]([C:25]4[CH:30]=[CH:29][C:28]([Cl:31])=[CH:27][C:26]=4[Cl:32])[N:24]=3)=[CH:14][CH:13]=2)=[CH:7][CH:6]=1.[F:39][C:40]1[CH:45]=[C:44]([F:46])[CH:43]=[CH:42][C:41]=1[CH2:47][C:48]([OH:50])=O. (2) Given the product [Cl:1][C:2]1[C:3]2[C:7]([C:8]([CH3:11])=[CH:9][CH:10]=1)=[N:6][N:5]1[C:21]([CH:23]3[CH2:28][CH2:27][N:26]([C:29]([O:31][C:32]([CH3:35])([CH3:34])[CH3:33])=[O:30])[CH2:25][CH2:24]3)=[CH:17][C:16](=[O:15])[NH:12][C:4]=21, predict the reactants needed to synthesize it. The reactants are: [Cl:1][C:2]1[CH:10]=[CH:9][C:8]([CH3:11])=[C:7]2[C:3]=1[C:4]([NH2:12])=[N:5][NH:6]2.CC1(C)OC(=O)[CH:17]([C:21]([CH:23]2[CH2:28][CH2:27][N:26]([C:29]([O:31][C:32]([CH3:35])([CH3:34])[CH3:33])=[O:30])[CH2:25][CH2:24]2)=O)[C:16](=O)[O:15]1.P([O-])([O-])([O-])=O.[K+].[K+].[K+]. (3) Given the product [CH2:30]([O:29][C:10]1[C:11]([O:18][CH2:19][CH2:20][CH2:21][CH2:22][CH2:23][CH2:24][CH2:25][CH2:26][CH2:27][CH3:28])=[C:12]([C:13]([O:15][CH2:16][CH3:17])=[O:14])[NH:8][C:9]=1[C:40]([O:42][CH2:43][CH3:44])=[O:41])[CH2:31][CH2:32][CH2:33][CH2:34][CH2:35][CH2:36][CH2:37][CH2:38][CH3:39], predict the reactants needed to synthesize it. The reactants are: C([N:8]1[C:12]([C:13]([O:15][CH2:16][CH3:17])=[O:14])=[C:11]([O:18][CH2:19][CH2:20][CH2:21][CH2:22][CH2:23][CH2:24][CH2:25][CH2:26][CH2:27][CH3:28])[C:10]([O:29][CH2:30][CH2:31][CH2:32][CH2:33][CH2:34][CH2:35][CH2:36][CH2:37][CH2:38][CH3:39])=[C:9]1[C:40]([O:42][CH2:43][CH3:44])=[O:41])C1C=CC=CC=1.[H][H].